This data is from Forward reaction prediction with 1.9M reactions from USPTO patents (1976-2016). The task is: Predict the product of the given reaction. (1) Given the reactants [H-].[Al+3].[Li+].[H-].[H-].[H-].[CH2:7]([N:14]1[C@H:19]([CH3:20])[C:18](=O)[NH:17][C@@H:16]([CH2:22][C:23]2[CH:28]=[CH:27][CH:26]=[CH:25][CH:24]=2)[C:15]1=O)[C:8]1[CH:13]=[CH:12][CH:11]=[CH:10][CH:9]=1, predict the reaction product. The product is: [CH2:7]([N:14]1[CH2:15][C@@H:16]([CH2:22][C:23]2[CH:28]=[CH:27][CH:26]=[CH:25][CH:24]=2)[NH:17][CH2:18][C@@H:19]1[CH3:20])[C:8]1[CH:9]=[CH:10][CH:11]=[CH:12][CH:13]=1. (2) Given the reactants [NH2:1][C:2]1[CH:3]=[CH:4][C:5]([NH:23][CH2:24][CH3:25])=[C:6]([C:8]2[O:9][C:10]3[CH:16]=[CH:15][C:14]([C:17]4[CH:22]=[CH:21][CH:20]=[CH:19][CH:18]=4)=[CH:13][C:11]=3[N:12]=2)[CH:7]=1.[CH:26]1[C:31]([C:32]([OH:34])=[O:33])=[CH:30][C:29]2[C:35]([O:37][C:38](=O)[C:28]=2[CH:27]=1)=[O:36], predict the reaction product. The product is: [CH2:24]([NH:23][C:5]1[CH:4]=[CH:3][C:2]([N:1]2[C:35](=[O:36])[C:29]3[C:28](=[CH:27][CH:26]=[C:31]([C:32]([OH:34])=[O:33])[CH:30]=3)[C:38]2=[O:37])=[CH:7][C:6]=1[C:8]1[O:9][C:10]2[CH:16]=[CH:15][C:14]([C:17]3[CH:22]=[CH:21][CH:20]=[CH:19][CH:18]=3)=[CH:13][C:11]=2[N:12]=1)[CH3:25].